This data is from Catalyst prediction with 721,799 reactions and 888 catalyst types from USPTO. The task is: Predict which catalyst facilitates the given reaction. (1) Reactant: [NH2:1][CH2:2][CH2:3][CH:4]([OH:9])[C:5]([F:8])([F:7])[F:6].[F:10][C:11]([F:24])([O:15][C:16]1[CH:17]=[C:18]([CH:21]=[CH:22][CH:23]=1)[CH:19]=O)[CH:12]([F:14])[F:13].C(O)(=O)C.[BH-](OC(C)=O)(OC(C)=O)OC(C)=O.[Na+]. Product: [F:10][C:11]([F:24])([O:15][C:16]1[CH:17]=[C:18]([CH2:19][NH:1][CH2:2][CH2:3][CH:4]([OH:9])[C:5]([F:8])([F:7])[F:6])[CH:21]=[CH:22][CH:23]=1)[CH:12]([F:13])[F:14]. The catalyst class is: 68. (2) Reactant: [C:1]1([C:7]2[O:11][N:10]=[C:9]([C:12]3[O:16][N:15]=[C:14]4[C:17]5[C:22]([CH2:23][CH2:24][C:13]=34)=[CH:21][C:20]([CH:25]=[CH2:26])=[CH:19][CH:18]=5)[C:8]=2[C:27]([F:30])([F:29])[F:28])[CH:6]=[CH:5][CH:4]=[CH:3][CH:2]=1.ClC1C=C(C=CC=1)C(OO)=[O:36].S([O-])([O-])=O.[Na+].[Na+]. Product: [O:36]1[CH2:26][CH:25]1[C:20]1[CH:21]=[C:22]2[C:17](=[CH:18][CH:19]=1)[C:14]1=[N:15][O:16][C:12]([C:9]3[C:8]([C:27]([F:29])([F:30])[F:28])=[C:7]([C:1]4[CH:2]=[CH:3][CH:4]=[CH:5][CH:6]=4)[O:11][N:10]=3)=[C:13]1[CH2:24][CH2:23]2. The catalyst class is: 4. (3) Reactant: C(OC([N:8]1[C:12]([CH:13]([CH3:15])[CH3:14])=[CH:11][C:10]([C:16]2[CH:21]=[CH:20][CH:19]=[CH:18][CH:17]=2)=[C:9]1[CH2:22][CH2:23][CH2:24][OH:25])=O)(C)(C)C.C[O-].[Na+]. Product: [CH:13]([C:12]1[NH:8][C:9]([CH2:22][CH2:23][CH2:24][OH:25])=[C:10]([C:16]2[CH:17]=[CH:18][CH:19]=[CH:20][CH:21]=2)[CH:11]=1)([CH3:15])[CH3:14]. The catalyst class is: 5. (4) Reactant: C(OC(=O)C(C)(OC1C=CC(C(OCC2N(CC3C=CC(C)=CC=3)N=NC=2)=O)=CC=1)C)(C)(C)C.C([O:39][C:40](=[O:68])[C:41]([CH3:67])([O:43][C:44]1[CH:66]=[CH:65][C:47]([C:48]([O:50][CH2:51][C:52]2[N:53]=[N:54][N:55]([CH2:57][C:58]3[CH:63]=[CH:62][C:61]([CH3:64])=[CH:60][CH:59]=3)[CH:56]=2)=[O:49])=[CH:46][CH:45]=1)[CH3:42])(C)(C)C.Cl. Product: [CH3:67][C:41]([O:43][C:44]1[CH:45]=[CH:46][C:47]([C:48]([O:50][CH2:51][C:52]2[N:53]=[N:54][N:55]([CH2:57][C:58]3[CH:59]=[CH:60][C:61]([CH3:64])=[CH:62][CH:63]=3)[CH:56]=2)=[O:49])=[CH:65][CH:66]=1)([CH3:42])[C:40]([OH:68])=[O:39]. The catalyst class is: 12. (5) Reactant: [CH3:1][C:2]([CH3:23])=[CH:3][C:4]([NH:6][C:7]1[CH:22]=[CH:21][C:10]2[CH2:11][CH2:12][N:13]([C:16]([O:18][CH2:19][CH3:20])=[O:17])[CH2:14][CH2:15][C:9]=2[CH:8]=1)=[O:5].[Cl-].[Al+3].[Cl-].[Cl-]. Product: [CH3:23][C:2]1([CH3:1])[C:22]2[C:7](=[CH:8][C:9]3[CH2:15][CH2:14][N:13]([C:16]([O:18][CH2:19][CH3:20])=[O:17])[CH2:12][CH2:11][C:10]=3[CH:21]=2)[NH:6][C:4](=[O:5])[CH2:3]1. The catalyst class is: 4.